Dataset: Reaction yield outcomes from USPTO patents with 853,638 reactions. Task: Predict the reaction yield, written as a fraction of the theoretical maximum amount of product (1.0 means a 100% yield; for example, 0.34 means a 34% yield). (1) The reactants are [CH3:1][O:2][C:3]1[CH:11]=[CH:10][C:6]([C:7]([OH:9])=O)=[CH:5][C:4]=1[CH3:12].[O:13]1[CH:17]=[CH:16][CH:15]=[C:14]1[CH2:18][S:19][CH2:20][CH2:21][NH2:22]. No catalyst specified. The product is [O:13]1[CH:17]=[CH:16][CH:15]=[C:14]1[CH2:18][S:19][CH2:20][CH2:21][NH:22][C:7](=[O:9])[C:6]1[CH:10]=[CH:11][C:3]([O:2][CH3:1])=[C:4]([CH3:12])[CH:5]=1. The yield is 0.580. (2) The reactants are [Li]CCCC.[CH2:6]([Sn:10]([CH2:16][CH2:17][CH2:18][CH3:19])([CH2:12][CH2:13][CH2:14][CH3:15])Cl)[CH2:7][CH2:8][CH3:9].Br[C:21]1[S:25][C:24]([C:26]([F:29])([F:28])[F:27])=[N:23][CH:22]=1. The catalyst is C1COCC1. The product is [CH2:6]([Sn:10]([CH2:16][CH2:17][CH2:18][CH3:19])([CH2:12][CH2:13][CH2:14][CH3:15])[C:21]1[S:25][C:24]([C:26]([F:29])([F:28])[F:27])=[N:23][CH:22]=1)[CH2:7][CH2:8][CH3:9]. The yield is 0.210. (3) The reactants are FC(F)(F)[C:3]1[CH:10]=[CH:9][C:6](CBr)=[CH:5][CH:4]=1.Cl.BrCC1C=[N:18]C=CC=1.[CH3:22][C:23]1[N:24]=[C:25]([N:33]2[CH2:37][CH2:36][NH:35][C:34]2=[O:38])[S:26][C:27]=1[C:28]([O:30][CH2:31][CH3:32])=[O:29]. No catalyst specified. The product is [CH3:22][C:23]1[N:24]=[C:25]([N:33]2[CH2:37][CH2:36][N:35]([CH2:3][C:10]3[CH:9]=[CH:6][CH:5]=[CH:4][N:18]=3)[C:34]2=[O:38])[S:26][C:27]=1[C:28]([O:30][CH2:31][CH3:32])=[O:29]. The yield is 0.680. (4) The reactants are [Br:1][C:2]1[C:11]2[O:10][CH2:9][CH:8]([C:12]3[CH:17]=[CH:16][CH:15]=[CH:14][CH:13]=3)[N:7]3[C:18](=[O:20])[NH:19][C:5]([C:6]=23)=[CH:4][CH:3]=1.Cl.Cl[CH2:23][CH2:24][N:25]1[CH2:30][CH2:29][O:28][CH2:27][CH2:26]1.[H-].[Na+].CCOC(C)=O. The catalyst is CN(C=O)C.O. The product is [Br:1][C:2]1[C:11]2[O:10][CH2:9][CH:8]([C:12]3[CH:17]=[CH:16][CH:15]=[CH:14][CH:13]=3)[N:7]3[C:18](=[O:20])[N:19]([CH2:23][CH2:24][N:25]4[CH2:30][CH2:29][O:28][CH2:27][CH2:26]4)[C:5]([C:6]=23)=[CH:4][CH:3]=1. The yield is 0.0900. (5) The reactants are C(N(C(C)C)CC)(C)C.[Br:10][C:11]1[CH:19]=[C:18]([C:20]([NH:22][CH2:23][C:24]2[CH:29]=[CH:28][CH:27]=[C:26]([OH:30])[CH:25]=2)=[O:21])[CH:17]=[CH:16][C:12]=1[C:13]([OH:15])=O.CN(C(ON1N=NC2C=CC=CC1=2)=[N+](C)C)C.F[P-](F)(F)(F)(F)F.Cl.[CH3:56][O:57][C:58](=[O:70])[C@H:59]([CH2:61][NH:62][C:63]([C:65]1[S:66][CH:67]=[CH:68][CH:69]=1)=[O:64])[NH2:60].C1C=CC2N(O)N=NC=2C=1. The catalyst is CN(C)C=O. The product is [Br:10][C:11]1[CH:19]=[C:18]([C:20]([NH:22][CH2:23][C:24]2[CH:29]=[CH:28][CH:27]=[C:26]([OH:30])[CH:25]=2)=[O:21])[CH:17]=[CH:16][C:12]=1[C:13]([NH:60][C@H:59]([C:58]([O:57][CH3:56])=[O:70])[CH2:61][NH:62][C:63]([C:65]1[S:66][CH:67]=[CH:68][CH:69]=1)=[O:64])=[O:15]. The yield is 0.830. (6) The reactants are [CH2:1]([NH:8]/[CH:9]=[CH:10]/[C:11](=[O:17])[CH:12]([O:15][CH3:16])[O:13][CH3:14])[C:2]1[CH:7]=[CH:6][CH:5]=[CH:4][CH:3]=1.[BH4-].[Na+].C(N(CC)CC)C.[N+:27]([C:30]1[CH:35]=[CH:34][CH:33]=[CH:32][C:31]=1[S:36](Cl)(=[O:38])=[O:37])([O-:29])=[O:28]. The catalyst is CC(O)C.O. The product is [CH2:1]([N:8]([CH2:9][CH2:10][CH:11]([OH:17])[CH:12]([O:15][CH3:16])[O:13][CH3:14])[S:36]([C:31]1[CH:32]=[CH:33][CH:34]=[CH:35][C:30]=1[N+:27]([O-:29])=[O:28])(=[O:37])=[O:38])[C:2]1[CH:7]=[CH:6][CH:5]=[CH:4][CH:3]=1. The yield is 0.900.